From a dataset of Reaction yield outcomes from USPTO patents with 853,638 reactions. Predict the reaction yield, written as a fraction of the theoretical maximum amount of product (1.0 means a 100% yield; for example, 0.34 means a 34% yield). (1) The reactants are [NH2:1][C:2]1[C:7]2[C:8]([C:11]3[CH:12]=[C:13]4[C:17](=[CH:18][CH:19]=3)[N:16]([C:20](=[O:28])[CH2:21][C:22]3[CH:27]=[CH:26][CH:25]=[CH:24][CH:23]=3)[CH2:15][CH2:14]4)=[CH:9][S:10][C:6]=2[C:5]([C:29]2[CH2:30][CH2:31][N:32](C(OC(C)(C)C)=O)[CH2:33][CH:34]=2)=[CH:4][N:3]=1.C(O)(C(F)(F)F)=O. The catalyst is ClCCl. The product is [C:22]1([CH2:21][C:20]([N:16]2[C:17]3[C:13](=[CH:12][C:11]([C:8]4[C:7]5[C:2]([NH2:1])=[N:3][CH:4]=[C:5]([C:29]6[CH2:30][CH2:31][NH:32][CH2:33][CH:34]=6)[C:6]=5[S:10][CH:9]=4)=[CH:19][CH:18]=3)[CH2:14][CH2:15]2)=[O:28])[CH:27]=[CH:26][CH:25]=[CH:24][CH:23]=1. The yield is 0.668. (2) The reactants are Br[C:2]1[CH:3]=[C:4]([CH:21]=[C:22]([F:24])[CH:23]=1)[CH2:5][CH2:6][C:7]1[CH:12]=[C:11]([CH3:13])[CH:10]=[C:9]([N:14]2[C:18]([CH3:19])=[CH:17][CH:16]=[C:15]2[CH3:20])[N:8]=1.[C:25]([N:32]1[CH2:37][CH2:36][NH:35][CH2:34][CH2:33]1)([O:27][C:28]([CH3:31])([CH3:30])[CH3:29])=[O:26]. No catalyst specified. The product is [CH3:20][C:15]1[N:14]([C:9]2[N:8]=[C:7]([CH2:6][CH2:5][C:4]3[CH:3]=[C:2]([N:35]4[CH2:34][CH2:33][N:32]([C:25]([O:27][C:28]([CH3:31])([CH3:30])[CH3:29])=[O:26])[CH2:37][CH2:36]4)[CH:23]=[C:22]([F:24])[CH:21]=3)[CH:12]=[C:11]([CH3:13])[CH:10]=2)[C:18]([CH3:19])=[CH:17][CH:16]=1. The yield is 0.640. (3) The reactants are [NH:1]1[C:9]2[C:4](=[CH:5][CH:6]=[CH:7][CH:8]=2)[C:3]([CH2:10][C@H:11]([NH2:36])[CH2:12][O:13][C:14]2[CH:15]=[N:16][C:17]([C:30]3[CH:35]=[CH:34][CH:33]=[CH:32][CH:31]=3)=[C:18]([C:20]3[CH:21]=[C:22]4[C:26](=[CH:27][CH:28]=3)[NH:25][N:24]=[C:23]4[CH3:29])[CH:19]=2)=[CH:2]1.Br[CH2:38][CH2:39][CH2:40][CH2:41][CH2:42]Br.C([O-])([O-])=O.[Na+].[Na+].CN(C=O)C. The catalyst is CCOC(C)=O.CC#N. The product is [NH:1]1[C:9]2[C:4](=[CH:5][CH:6]=[CH:7][CH:8]=2)[C:3]([CH2:10][C@H:11]([N:36]2[CH2:42][CH2:41][CH2:40][CH2:39][CH2:38]2)[CH2:12][O:13][C:14]2[CH:19]=[C:18]([C:20]3[CH:21]=[C:22]4[C:26](=[CH:27][CH:28]=3)[NH:25][N:24]=[C:23]4[CH3:29])[C:17]([C:30]3[CH:35]=[CH:34][CH:33]=[CH:32][CH:31]=3)=[N:16][CH:15]=2)=[CH:2]1. The yield is 0.360. (4) The reactants are [OH:1][C:2]1[C:7]([N+:8]([O-])=O)=[CH:6][CH:5]=[CH:4][N:3]=1.[CH:11]1([C:16](Cl)=[O:17])[CH2:15][CH2:14][CH2:13][CH2:12]1.CN1CCOCC1. The catalyst is CCO.[Pd]. The product is [OH:1][C:2]1[C:7]([NH:8][C:16]([CH:11]2[CH2:15][CH2:14][CH2:13][CH2:12]2)=[O:17])=[CH:6][CH:5]=[CH:4][N:3]=1. The yield is 0.650. (5) The reactants are [O:1]1[C:5]2[CH:6]=[CH:7][C:8]([C:10]3[N:11]=[C:12]([CH3:24])[C:13]4[C:18]([CH:19]=3)=[CH:17][C:16]([O:20][CH3:21])=[C:15]([O:22][CH3:23])[CH:14]=4)=[CH:9][C:4]=2[O:3]C1.B(Br)(Br)Br.[Cl-:29]. The catalyst is C(Cl)Cl. The product is [ClH:29].[CH3:21][O:20][C:16]1[CH:17]=[C:18]2[C:13](=[CH:14][C:15]=1[O:22][CH3:23])[C:12]([CH3:24])=[N:11][C:10]([C:8]1[CH:9]=[C:4]([OH:3])[C:5]([OH:1])=[CH:6][CH:7]=1)=[CH:19]2. The yield is 0.210. (6) The reactants are [F:1][C:2]1[CH:3]=[C:4]([CH:49]=[CH:50][CH:51]=1)[CH2:5][N:6]1[CH:10]=[C:9]([C:11]2[C:19]3[C:14](=[N:15][CH:16]=[C:17]([C:20]4[CH:21]=[CH:22][C:23]([N:26]5[CH2:31][CH2:30][N:29](C(OC(C)(C)C)=O)[CH2:28][CH2:27]5)=[N:24][CH:25]=4)[CH:18]=3)[N:13](S(C3C=CC(C)=CC=3)(=O)=O)[CH:12]=2)[CH:8]=[N:7]1.C(O)(C(F)(F)F)=O.C(Cl)Cl. No catalyst specified. The product is [F:1][C:2]1[CH:3]=[C:4]([CH:49]=[CH:50][CH:51]=1)[CH2:5][N:6]1[CH:10]=[C:9]([C:11]2[C:19]3[C:14](=[N:15][CH:16]=[C:17]([C:20]4[CH:25]=[N:24][C:23]([N:26]5[CH2:27][CH2:28][NH:29][CH2:30][CH2:31]5)=[CH:22][CH:21]=4)[CH:18]=3)[NH:13][CH:12]=2)[CH:8]=[N:7]1. The yield is 0.243.